Dataset: Catalyst prediction with 721,799 reactions and 888 catalyst types from USPTO. Task: Predict which catalyst facilitates the given reaction. (1) Reactant: [CH2:1]([N:3]([CH:15]1[CH2:20][CH2:19][C:18]([OH:22])([CH3:21])[CH2:17][CH2:16]1)[C:4]1[C:5]([CH3:14])=[C:6]([CH:11]=[CH:12][CH:13]=1)[C:7]([O:9][CH3:10])=[O:8])[CH3:2].[H-].[Na+].[CH3:25]I. Product: [CH2:1]([N:3]([CH:15]1[CH2:16][CH2:17][C:18]([O:22][CH3:25])([CH3:21])[CH2:19][CH2:20]1)[C:4]1[C:5]([CH3:14])=[C:6]([CH:11]=[CH:12][CH:13]=1)[C:7]([O:9][CH3:10])=[O:8])[CH3:2]. The catalyst class is: 1. (2) Reactant: [C:1]([O:5][C:6]([O:8]C([O-])=O)=O)([CH3:4])([CH3:3])[CH3:2].[NH:12]1[CH2:15][CH:14]([C:16]([OH:18])=[O:17])[CH2:13]1.C(=O)([O-])[O-].[K+].[K+].Cl. Product: [C:1]([O:5][C:6]([N:12]1[CH2:15][CH:14]([C:16]([OH:18])=[O:17])[CH2:13]1)=[O:8])([CH3:2])([CH3:3])[CH3:4]. The catalyst class is: 90. (3) Product: [Cl:1][C:2]1[CH:10]=[CH:9][C:8]2[N:7]([CH2:26][CH2:25][C:22]3[CH:21]=[N:20][C:19]([CH3:18])=[CH:24][N:23]=3)[C:6]3[CH2:11][CH2:12][N:13]([CH3:15])[CH2:14][C:5]=3[C:4]=2[CH:3]=1. The catalyst class is: 264. Reactant: [Cl:1][C:2]1[CH:10]=[CH:9][C:8]2[NH:7][C:6]3[CH2:11][CH2:12][N:13]([CH3:15])[CH2:14][C:5]=3[C:4]=2[CH:3]=1.[OH-].[K+].[CH3:18][C:19]1[CH:24]=[N:23][C:22]([CH:25]=[CH2:26])=[CH:21][N:20]=1.